This data is from Forward reaction prediction with 1.9M reactions from USPTO patents (1976-2016). The task is: Predict the product of the given reaction. (1) The product is: [Br:4][C:5]1[CH:6]=[C:7]([C:11]2[C:16]([C:17]([NH:2][NH2:3])=[O:18])=[CH:15][N:14]=[C:13]([CH3:22])[N:12]=2)[CH:8]=[CH:9][CH:10]=1. Given the reactants O.[NH2:2][NH2:3].[Br:4][C:5]1[CH:6]=[C:7]([C:11]2[C:16]([C:17](OCC)=[O:18])=[CH:15][N:14]=[C:13]([CH3:22])[N:12]=2)[CH:8]=[CH:9][CH:10]=1, predict the reaction product. (2) The product is: [Cl:1][C:2]1[CH:7]=[CH:6][C:5]([C:8]2[CH:13]=[CH:12][CH:11]=[CH:10][C:9]=2[C@H:14]([O:32][P:33]([O:35][CH2:36][CH3:37])([O:38][CH2:39][CH3:40])=[O:34])[CH:15]2[CH2:20][CH2:19][N:18]([C:21]3[CH:31]=[CH:30][C:24]([C:25]([OH:27])=[O:26])=[CH:23][CH:22]=3)[CH2:17][CH2:16]2)=[CH:4][CH:3]=1. Given the reactants [Cl:1][C:2]1[CH:7]=[CH:6][C:5]([C:8]2[CH:13]=[CH:12][CH:11]=[CH:10][C:9]=2[C@H:14]([O:32][P:33]([O:38][CH2:39][CH3:40])([O:35][CH2:36][CH3:37])=[O:34])[CH:15]2[CH2:20][CH2:19][N:18]([C:21]3[CH:31]=[CH:30][C:24]([C:25]([O:27]CC)=[O:26])=[CH:23][CH:22]=3)[CH2:17][CH2:16]2)=[CH:4][CH:3]=1.[OH-].[Li+], predict the reaction product. (3) Given the reactants [Cl:1][C:2]1[CH:3]=[CH:4][C:5]([F:19])=[C:6]([C:8]2[NH:17][C:16](=O)[C:15]3[C:10](=[N:11][CH:12]=[CH:13][N:14]=3)[N:9]=2)[CH:7]=1.[NH2:20][C:21]1[CH:26]=[CH:25][N:24]=[CH:23][CH:22]=1.C(N(C1C=CN=CC=1)C1C2C(=NC=CN=2)N=C(C2C=C(Br)C=CC=2F)N=1)CCC, predict the reaction product. The product is: [Cl:1][C:2]1[CH:3]=[CH:4][C:5]([F:19])=[C:6]([C:8]2[N:17]=[C:16]([NH:20][C:21]3[CH:26]=[CH:25][N:24]=[CH:23][CH:22]=3)[C:15]3[C:10](=[N:11][CH:12]=[CH:13][N:14]=3)[N:9]=2)[CH:7]=1. (4) Given the reactants [Br:1][C:2]1[CH:11]=[C:10]2[C:5]([C:6](=O)[N:7]3[CH2:16][CH2:15][CH2:14][CH2:13][CH2:12][C:8]3=[N:9]2)=[CH:4][CH:3]=1.Cl.O, predict the reaction product. The product is: [Br:1][C:2]1[CH:11]=[C:10]2[C:5]([CH2:6][N:7]3[CH2:16][CH2:15][CH2:14][CH2:13][CH2:12][C:8]3=[N:9]2)=[CH:4][CH:3]=1.